From a dataset of Reaction yield outcomes from USPTO patents with 853,638 reactions. Predict the reaction yield, written as a fraction of the theoretical maximum amount of product (1.0 means a 100% yield; for example, 0.34 means a 34% yield). (1) The reactants are [CH3:1][CH2:2][C:3]1[CH:4]=[CH:5][C:6]([C:9]([CH:11]([CH2:13][N:14]2[CH2:19][CH2:18][CH2:17][CH2:16][CH2:15]2)[CH3:12])=[O:10])=[CH:7][CH:8]=1.[C:20]([OH:27])(=[O:26])/[CH:21]=[CH:22]\[C:23]([OH:25])=[O:24]. The catalyst is C(OCC)C.O1CCCC1. The product is [CH3:1][CH2:2][C:3]1[CH:8]=[CH:7][C:6]([C:9]([CH:11]([CH2:13][N:14]2[CH2:19][CH2:18][CH2:17][CH2:16][CH2:15]2)[CH3:12])=[O:10])=[CH:5][CH:4]=1.[C:20]([O-:27])(=[O:26])/[CH:21]=[CH:22]\[C:23]([O-:25])=[O:24]. The yield is 0.520. (2) The reactants are [NH2:1][C:2]1[N:3]([CH3:31])[C:4](=[O:30])[C:5]([C:20]2[CH:21]=[C:22]([CH:28]=O)[N:23]([CH2:25][CH2:26][F:27])[CH:24]=2)([C:7]2[CH:12]=[CH:11][CH:10]=[C:9]([C:13]3[C:14]([F:19])=[N:15][CH:16]=[CH:17][CH:18]=3)[CH:8]=2)[N:6]=1.[CH2:32]([NH:34][CH2:35][CH3:36])[CH3:33].[BH3-]C#N.[Na+]. The catalyst is [Cl-].[Cl-].[Zn+2].CO. The product is [NH2:1][C:2]1[N:3]([CH3:31])[C:4](=[O:30])[C:5]([C:20]2[CH:21]=[C:22]([CH2:28][N:34]([CH2:35][CH3:36])[CH2:32][CH3:33])[N:23]([CH2:25][CH2:26][F:27])[CH:24]=2)([C:7]2[CH:12]=[CH:11][CH:10]=[C:9]([C:13]3[C:14]([F:19])=[N:15][CH:16]=[CH:17][CH:18]=3)[CH:8]=2)[N:6]=1. The yield is 0.370. (3) The reactants are [Cl-].[Al+3].[Cl-].[Cl-].[N:5]1([C:11]2[CH:12]=[C:13]([OH:18])[CH:14]=[C:15]([OH:17])[CH:16]=2)[CH2:10][CH2:9][O:8][CH2:7][CH2:6]1.[F:19][C:20]1[C:28]([F:29])=[CH:27][CH:26]=[CH:25][C:21]=1[C:22](Cl)=[O:23]. The catalyst is [N+](C1C=CC=CC=1)([O-])=O. The product is [F:19][C:20]1[C:28]([F:29])=[CH:27][CH:26]=[CH:25][C:21]=1[C:22]([C:14]1[C:13]([OH:18])=[CH:12][C:11]([N:5]2[CH2:10][CH2:9][O:8][CH2:7][CH2:6]2)=[CH:16][C:15]=1[OH:17])=[O:23]. The yield is 0.220. (4) The reactants are [OH-].[Na+].C[O:4][C:5](=[O:23])[CH2:6][CH2:7][CH2:8][CH2:9][C:10]1[O:14][N:13]=[C:12]([C:15]2[CH:20]=[CH:19][CH:18]=[CH:17][C:16]=2[O:21][CH3:22])[N:11]=1. The catalyst is CO. The product is [CH3:22][O:21][C:16]1[CH:17]=[CH:18][CH:19]=[CH:20][C:15]=1[C:12]1[N:11]=[C:10]([CH2:9][CH2:8][CH2:7][CH2:6][C:5]([OH:23])=[O:4])[O:14][N:13]=1. The yield is 0.990. (5) The reactants are C(N(CC)C(C)C)(C)C.F[P-](F)(F)(F)(F)F.N1(OC(N(C)C)=[N+](C)C)C2N=CC=CC=2N=N1.[N:34]1[CH:39]=[CH:38][C:37]([CH:40]([S:42][C:43]2[C:48]([C:49]([OH:51])=O)=[CH:47][CH:46]=[CH:45][N:44]=2)[CH3:41])=[CH:36][CH:35]=1.[Cl:52][C:53]1[CH:59]=[CH:58][C:56]([NH2:57])=[CH:55][CH:54]=1. The catalyst is CN(C)C=O.C(OCC)(=O)C. The product is [Cl:52][C:53]1[CH:59]=[CH:58][C:56]([NH:57][C:49]([C:48]2[C:43]([S:42][CH:40]([C:37]3[CH:36]=[CH:35][N:34]=[CH:39][CH:38]=3)[CH3:41])=[N:44][CH:45]=[CH:46][CH:47]=2)=[O:51])=[CH:55][CH:54]=1. The yield is 0.140. (6) The reactants are [CH3:1][C:2]1[N:7]=[CH:6][C:5]([C:8]2[CH:13]=[CH:12][NH:11][C:10](=[O:14])[CH:9]=2)=[CH:4][CH:3]=1.Br[C:16]1[CH:17]=[CH:18][C:19]2[C:20]3[CH2:29][N:28]([C:30]([O:32][C:33]([CH3:36])([CH3:35])[CH3:34])=[O:31])[CH2:27][CH2:26][C:21]=3[N:22]([CH3:25])[C:23]=2[CH:24]=1. No catalyst specified. The product is [CH3:25][N:22]1[C:23]2[CH:24]=[C:16]([N:11]3[CH:12]=[CH:13][C:8]([C:5]4[CH:6]=[N:7][C:2]([CH3:1])=[CH:3][CH:4]=4)=[CH:9][C:10]3=[O:14])[CH:17]=[CH:18][C:19]=2[C:20]2[CH2:29][N:28]([C:30]([O:32][C:33]([CH3:36])([CH3:35])[CH3:34])=[O:31])[CH2:27][CH2:26][C:21]1=2. The yield is 0.580. (7) The reactants are Cl[C:2]1[N:7]=[CH:6][NH:5][C:4]2=[N:8][CH:9]=[CH:10][C:3]=12.[CH2:11]([N:18]1[CH2:23][CH2:22][CH:21]([CH3:24])[CH:20]([NH:25][CH3:26])[CH2:19]1)[C:12]1[CH:17]=[CH:16][CH:15]=[CH:14][CH:13]=1. The catalyst is C(N(CC)CC)C. The product is [CH2:11]([N:18]1[CH2:23][CH2:22][CH:21]([CH3:24])[CH:20]([N:25]([CH3:26])[C:2]2[C:3]3[CH:10]=[CH:9][NH:8][C:4]=3[N:5]=[CH:6][N:7]=2)[CH2:19]1)[C:12]1[CH:13]=[CH:14][CH:15]=[CH:16][CH:17]=1. The yield is 0.380. (8) The reactants are [OH:1][CH:2]1[C:17](=[O:18])[N:5]2[CH2:6][CH2:7][N:8]([C:10]([O:12][C:13]([CH3:16])([CH3:15])[CH3:14])=[O:11])[CH2:9][CH:4]2[CH2:3]1.C(=O)([O-])[O-].[Cs+].[Cs+].Br[C:26]1[CH:31]=[N:30][C:29]([CH:32]2[CH2:34][CH2:33]2)=[CH:28][N:27]=1. The catalyst is C(#N)C. The product is [CH:32]1([C:29]2[N:30]=[CH:31][C:26]([O:1][CH:2]3[C:17](=[O:18])[N:5]4[CH2:6][CH2:7][N:8]([C:10]([O:12][C:13]([CH3:15])([CH3:14])[CH3:16])=[O:11])[CH2:9][CH:4]4[CH2:3]3)=[N:27][CH:28]=2)[CH2:34][CH2:33]1. The yield is 0.630.